This data is from Full USPTO retrosynthesis dataset with 1.9M reactions from patents (1976-2016). The task is: Predict the reactants needed to synthesize the given product. Given the product [Si:1]([O:18][C@H:19]1[CH2:23][C@H:22]([C:24]2[N:32]3[C:27]([C:28]([NH:33][C@@H:34]4[C:42]5[C:37](=[CH:38][CH:39]=[CH:40][CH:41]=5)[CH2:36][CH2:35]4)=[N:29][CH:30]=[N:31]3)=[CH:26][CH:25]=2)[O:21][C@@H:20]1[CH2:43][OH:44])([C:14]([CH3:15])([CH3:16])[CH3:17])([C:2]1[CH:3]=[CH:4][CH:5]=[CH:6][CH:7]=1)[C:8]1[CH:13]=[CH:12][CH:11]=[CH:10][CH:9]=1, predict the reactants needed to synthesize it. The reactants are: [Si:1]([O:18][C:19]1[C@@H:20]([CH2:43][OH:44])[O:21][C@@H:22]([C:24]2[N:32]3[C:27]([C:28]([NH:33][C@@H:34]4[C:42]5[C:37](=[CH:38][CH:39]=[CH:40][CH:41]=5)[CH2:36][CH2:35]4)=[N:29][CH:30]=[N:31]3)=[CH:26][CH:25]=2)[CH:23]=1)([C:14]([CH3:17])([CH3:16])[CH3:15])([C:8]1[CH:13]=[CH:12][CH:11]=[CH:10][CH:9]=1)[C:2]1[CH:7]=[CH:6][CH:5]=[CH:4][CH:3]=1.